From a dataset of NCI-60 drug combinations with 297,098 pairs across 59 cell lines. Regression. Given two drug SMILES strings and cell line genomic features, predict the synergy score measuring deviation from expected non-interaction effect. (1) Drug 1: CCCCC(=O)OCC(=O)C1(CC(C2=C(C1)C(=C3C(=C2O)C(=O)C4=C(C3=O)C=CC=C4OC)O)OC5CC(C(C(O5)C)O)NC(=O)C(F)(F)F)O. Cell line: U251. Drug 2: C1CNP(=O)(OC1)N(CCCl)CCCl. Synergy scores: CSS=60.8, Synergy_ZIP=2.43, Synergy_Bliss=3.03, Synergy_Loewe=5.29, Synergy_HSA=4.89. (2) Drug 1: CCC1(C2=C(COC1=O)C(=O)N3CC4=CC5=C(C=CC(=C5CN(C)C)O)N=C4C3=C2)O.Cl. Drug 2: C1CCC(C(C1)N)N.C(=O)(C(=O)[O-])[O-].[Pt+4]. Cell line: HOP-92. Synergy scores: CSS=35.1, Synergy_ZIP=-11.9, Synergy_Bliss=-3.13, Synergy_Loewe=-5.60, Synergy_HSA=3.32. (3) Drug 1: CCN(CC)CCNC(=O)C1=C(NC(=C1C)C=C2C3=C(C=CC(=C3)F)NC2=O)C. Drug 2: C(CCl)NC(=O)N(CCCl)N=O. Cell line: M14. Synergy scores: CSS=16.6, Synergy_ZIP=-8.01, Synergy_Bliss=-6.95, Synergy_Loewe=-65.0, Synergy_HSA=-6.97. (4) Drug 1: C1=CC=C(C=C1)NC(=O)CCCCCCC(=O)NO. Drug 2: CC1CCC2CC(C(=CC=CC=CC(CC(C(=O)C(C(C(=CC(C(=O)CC(OC(=O)C3CCCCN3C(=O)C(=O)C1(O2)O)C(C)CC4CCC(C(C4)OC)OCCO)C)C)O)OC)C)C)C)OC. Cell line: LOX IMVI. Synergy scores: CSS=4.16, Synergy_ZIP=-1.92, Synergy_Bliss=-2.12, Synergy_Loewe=0.196, Synergy_HSA=-1.15. (5) Synergy scores: CSS=41.4, Synergy_ZIP=-0.205, Synergy_Bliss=-0.463, Synergy_Loewe=-10.6, Synergy_HSA=1.60. Drug 2: C1CN(CCN1C(=O)CCBr)C(=O)CCBr. Drug 1: C1=CC=C(C(=C1)C(C2=CC=C(C=C2)Cl)C(Cl)Cl)Cl. Cell line: U251. (6) Drug 1: C1CCN(CC1)CCOC2=CC=C(C=C2)C(=O)C3=C(SC4=C3C=CC(=C4)O)C5=CC=C(C=C5)O. Drug 2: CN(C(=O)NC(C=O)C(C(C(CO)O)O)O)N=O. Cell line: OVCAR-4. Synergy scores: CSS=-0.381, Synergy_ZIP=-0.252, Synergy_Bliss=-1.01, Synergy_Loewe=-4.08, Synergy_HSA=-3.17. (7) Drug 1: CC(CN1CC(=O)NC(=O)C1)N2CC(=O)NC(=O)C2. Drug 2: CCC1=C2CN3C(=CC4=C(C3=O)COC(=O)C4(CC)O)C2=NC5=C1C=C(C=C5)O. Cell line: OVCAR-5. Synergy scores: CSS=22.3, Synergy_ZIP=-9.72, Synergy_Bliss=-2.45, Synergy_Loewe=-8.21, Synergy_HSA=-0.978.